From a dataset of Reaction yield outcomes from USPTO patents with 853,638 reactions. Predict the reaction yield, written as a fraction of the theoretical maximum amount of product (1.0 means a 100% yield; for example, 0.34 means a 34% yield). The reactants are Cl[C:2]1[CH:7]=[C:6](Cl)[N:5]=[C:4]([CH3:9])[N:3]=1.[CH3:10][NH:11][C:12]1[CH:13]=[C:14]([OH:18])[CH:15]=[CH:16][CH:17]=1. No catalyst specified. The product is [CH3:9][C:4]1[N:5]=[C:6]([N:11]([CH3:10])[C:12]2[CH:17]=[CH:16][CH:15]=[C:14]([OH:18])[CH:13]=2)[CH:7]=[C:2]([N:11]([CH3:10])[C:12]2[CH:17]=[CH:16][CH:15]=[C:14]([OH:18])[CH:13]=2)[N:3]=1. The yield is 0.450.